This data is from CYP2C19 inhibition data for predicting drug metabolism from PubChem BioAssay. The task is: Regression/Classification. Given a drug SMILES string, predict its absorption, distribution, metabolism, or excretion properties. Task type varies by dataset: regression for continuous measurements (e.g., permeability, clearance, half-life) or binary classification for categorical outcomes (e.g., BBB penetration, CYP inhibition). Dataset: cyp2c19_veith. The drug is COc1ccc(C(=O)NC(=S)NC(C)(C)C)cc1Br. The result is 1 (inhibitor).